This data is from Full USPTO retrosynthesis dataset with 1.9M reactions from patents (1976-2016). The task is: Predict the reactants needed to synthesize the given product. (1) Given the product [C@@H:13]12[CH2:14][C@@H:15]1[CH2:16][C@@H:17]([CH2:18][NH:19][C:20]1[N:25]=[CH:24][C:23]([C:26]#[N:27])=[CH:22][CH:21]=1)[NH:11][CH2:12]2, predict the reactants needed to synthesize it. The reactants are: CC1C=CC(S([N:11]2[C@H:17]([CH2:18][NH:19][C:20]3[N:25]=[CH:24][C:23]([C:26]#[N:27])=[CH:22][CH:21]=3)[CH2:16][C@@H:15]3[C@@H:13]([CH2:14]3)[CH2:12]2)(=O)=O)=CC=1. (2) Given the product [Cl:21][C:16]1[CH:17]=[CH:18][CH:19]=[CH:20][C:15]=1[O:14][C:12]1[CH2:13][N:9]([C@@H:4]([CH2:5][CH:6]([CH3:8])[CH3:7])[C:3]([OH:23])=[O:2])[C:10](=[O:22])[CH:11]=1, predict the reactants needed to synthesize it. The reactants are: C[O:2][C:3](=[O:23])[C@@H:4]([N:9]1[CH2:13][C:12]([O:14][C:15]2[CH:20]=[CH:19][CH:18]=[CH:17][C:16]=2[Cl:21])=[CH:11][C:10]1=[O:22])[CH2:5][CH:6]([CH3:8])[CH3:7].[OH-].[Na+].Cl.ClCCl. (3) The reactants are: Br[C:2]1[CH:3]=[C:4]2[C:8](=[CH:9][CH:10]=1)[NH:7][C:6]([C:11]([NH2:13])=[O:12])=[C:5]2[S:14]([N:17]1[CH2:22][CH2:21][O:20][CH2:19][CH2:18]1)(=[O:16])=[O:15].CCOC(C)=O. Given the product [N:17]1([S:14]([C:5]2[C:4]3[C:8](=[CH:9][CH:10]=[CH:2][CH:3]=3)[NH:7][C:6]=2[C:11]([NH2:13])=[O:12])(=[O:15])=[O:16])[CH2:18][CH2:19][O:20][CH2:21][CH2:22]1, predict the reactants needed to synthesize it. (4) Given the product [Br:1][C:2]1[C:7]([F:8])=[CH:6][C:5]([O:9][CH2:12][CH2:13][O:14][CH3:15])=[CH:4][C:3]=1[F:10], predict the reactants needed to synthesize it. The reactants are: [Br:1][C:2]1[C:7]([F:8])=[CH:6][C:5]([OH:9])=[CH:4][C:3]=1[F:10].Br[CH2:12][CH2:13][O:14][CH3:15].C(=O)([O-])[O-].[K+].[K+].